From a dataset of Forward reaction prediction with 1.9M reactions from USPTO patents (1976-2016). Predict the product of the given reaction. (1) The product is: [S:1]([CH2:5][CH2:6][OH:7])([OH:4])(=[O:3])=[O:2].[S:14](=[O:15])(=[O:2])([OH:16])[OH:17]. Given the reactants [S:1]([CH2:5][CH2:6][OH:7])([O-:4])(=[O:3])=[O:2].[S:14](CC[S:14]([OH:17])(=[O:16])=[O:15])([OH:17])(=[O:16])=[O:15], predict the reaction product. (2) The product is: [ClH:22].[ClH:22].[F:21][C:18]1[CH:19]=[CH:20][C:15]([CH:8]([C:5]2[CH:4]=[CH:3][C:2]([F:1])=[CH:7][CH:6]=2)[N:9]2[CH2:10][CH2:11][N:12]([CH2:23][CH2:24][O:25][CH2:26][C:27]([NH2:29])=[O:28])[CH2:13][CH2:14]2)=[CH:16][CH:17]=1. Given the reactants [F:1][C:2]1[CH:7]=[CH:6][C:5]([CH:8]([C:15]2[CH:20]=[CH:19][C:18]([F:21])=[CH:17][CH:16]=2)[N:9]2[CH2:14][CH2:13][NH:12][CH2:11][CH2:10]2)=[CH:4][CH:3]=1.[Cl:22][CH2:23][CH2:24][O:25][CH2:26][C:27]([NH2:29])=[O:28].C(=O)([O-])[O-].[Na+].[Na+], predict the reaction product.